This data is from Experimentally validated miRNA-target interactions with 360,000+ pairs, plus equal number of negative samples. The task is: Binary Classification. Given a miRNA mature sequence and a target amino acid sequence, predict their likelihood of interaction. (1) The miRNA is dme-miR-13b-3p with sequence UAUCACAGCCAUUUUGACGAGU. The protein sequence of the target gene is MAEGGGGARRRAPALLEAARARYESLHISDDVFGESGPDSGGNPFYSTSAASRSSSAASSDDEREPPGPPGAAPPPPRAPDAQEPEEDEAGAGWSAALRDRPPPRFEDTGGPTRKMPPSASAVDFFQLFVPDNVLKNMVVQTNMYAKKFQERFGSDGAWVEVTLTEMKAFLGYMISTSISHCESVLSIWSGGFYSNRSLALVMSQARFEKILKYFHVVAFRSSQTTHGLYKVQPFLDSLQNSFDSAFRPSQTQVLHEPLIDEDPVFIATCTERELRKRKKRKFSLWVRQCSSTGFIIQIY.... Result: 0 (no interaction). (2) The miRNA is cel-miR-75-3p with sequence UUAAAGCUACCAACCGGCUUCA. The protein sequence of the target gene is MEIPNPPTSKCITYWKRKVKSEYMRLRQLKRLQANMGAKALYVANFAKVQEKTQILNEEWKKLRVQPVQSMKPVSGHPFLKKCTIESIFPGFASQHMLMRSLNTVALVPIMYSWSPLQQNFMVEDETVLCNIPYMGDEVKEEDETFIEELINNYDGKVHGEEEMIPGSVLISDAVFLELVDALNQYSDEEEEGHNDTSDGKQDDSKEDLPVTRKRKRHAIEGNKKSSKKQFPNDMIFSAIASMFPENGVPDDMKERYRELTEMSDPNALPPQCTPNIDGPNAKSVQREQSLHSFHTLFCR.... Result: 0 (no interaction). (3) The miRNA is cel-miR-56-3p with sequence UACCCGUAAUGUUUCCGCUGAG. The protein sequence of the target gene is MCDQTFLVNVFGSCDKCFKQRALRPVFKKSQQLNYCSTCAEIMATDGLHENETLASLKSEAESLKGKLEEERAKLHDVELHQVAERVEALGQFVMKTRRTLKGHGNKVLCMDWCKDKRRIVSSSQDGKVIVWDSFTTNKEHAVTMPCTWVMACAYAPSGCAIACGGLDNKCSVYPLTFDKNENMAAKKKSVAMHTNYLSACSFTNSDMQILTASGDGTCALWDVESGQLLQSFHGHGADVLCLDLAPSETGNTFVSGGCDKKAMVWDMRSGQCVQAFETHESDVNSVRYYPSGDAFASGS.... Result: 0 (no interaction).